This data is from Peptide-MHC class I binding affinity with 185,985 pairs from IEDB/IMGT. The task is: Regression. Given a peptide amino acid sequence and an MHC pseudo amino acid sequence, predict their binding affinity value. This is MHC class I binding data. (1) The peptide sequence is MDVNPTLLF. The MHC is Mamu-A11 with pseudo-sequence Mamu-A11. The binding affinity (normalized) is 0.0777. (2) The peptide sequence is AYTIGTTHF. The MHC is HLA-A23:01 with pseudo-sequence HLA-A23:01. The binding affinity (normalized) is 0.553. (3) The peptide sequence is MHMDRYVEY. The MHC is Mamu-B17 with pseudo-sequence Mamu-B17. The binding affinity (normalized) is 0.